Predict the reactants needed to synthesize the given product. From a dataset of Full USPTO retrosynthesis dataset with 1.9M reactions from patents (1976-2016). (1) The reactants are: CN1C(=O)CC(=O)N(C)C1=O.C([O:15][C:16]1[CH:21]=[CH:20][C:19]([CH2:22][S:23]([CH2:25][CH2:26][C:27]2[N:31]([CH3:32])[N:30]=[CH:29][CH:28]=2)=[O:24])=[C:18]([CH3:33])[CH:17]=1)C=C. Given the product [CH3:33][C:18]1[CH:17]=[C:16]([OH:15])[CH:21]=[CH:20][C:19]=1[CH2:22][S:23]([CH2:25][CH2:26][C:27]1[N:31]([CH3:32])[N:30]=[CH:29][CH:28]=1)=[O:24], predict the reactants needed to synthesize it. (2) Given the product [CH2:4]([C:2]1([Br:1])[CH2:3][C:12]1([Br:15])[Br:13])[CH2:5][CH2:6][CH2:7][CH2:8][CH2:9][CH2:10][CH3:11], predict the reactants needed to synthesize it. The reactants are: [Br:1][C:2]([CH2:4][CH2:5][CH2:6][CH2:7][CH2:8][CH2:9][CH2:10][CH3:11])=[CH2:3].[CH:12]([Br:15])(Br)[Br:13].C(Cl)Cl.[OH-].[K+].